This data is from Full USPTO retrosynthesis dataset with 1.9M reactions from patents (1976-2016). The task is: Predict the reactants needed to synthesize the given product. (1) Given the product [F:32][C:31]([F:34])([F:33])[S:28]([O:1][C:2]1[CH:11]=[C:10]2[C:5]([C:6](=[O:21])[C:7]([C:12]3[CH:13]=[CH:14][C:15]([N+:18]([O-:20])=[O:19])=[CH:16][CH:17]=3)=[CH:8][O:9]2)=[CH:4][CH:3]=1)(=[O:30])=[O:29], predict the reactants needed to synthesize it. The reactants are: [OH:1][C:2]1[CH:11]=[C:10]2[C:5]([C:6](=[O:21])[C:7]([C:12]3[CH:17]=[CH:16][C:15]([N+:18]([O-:20])=[O:19])=[CH:14][CH:13]=3)=[CH:8][O:9]2)=[CH:4][CH:3]=1.N1C=CC=CC=1.[S:28](O[S:28]([C:31]([F:34])([F:33])[F:32])(=[O:30])=[O:29])([C:31]([F:34])([F:33])[F:32])(=[O:30])=[O:29]. (2) Given the product [C:1]([O:5][C:6]([N:8]1[CH2:12][CH2:11][CH2:10][CH:9]1[CH2:13][NH:14][C:24](=[O:25])[C:23]([F:34])([F:33])[F:22])=[O:7])([CH3:4])([CH3:3])[CH3:2], predict the reactants needed to synthesize it. The reactants are: [C:1]([O:5][C:6]([N:8]1[CH2:12][CH2:11][CH2:10][CH:9]1[CH2:13][NH2:14])=[O:7])([CH3:4])([CH3:3])[CH3:2].C(N(CC)CC)C.[F:22][C:23]([F:34])([F:33])[C:24](O[C:24](=[O:25])[C:23]([F:34])([F:33])[F:22])=[O:25]. (3) Given the product [CH2:6]([NH:5][CH2:1][CH:2]([NH:4][CH2:6][C:7]1[CH:12]=[CH:11][CH:10]=[CH:9][CH:8]=1)[CH3:3])[C:7]1[CH:12]=[CH:11][CH:10]=[CH:9][CH:8]=1, predict the reactants needed to synthesize it. The reactants are: [CH2:1]([NH2:5])[CH:2]([NH2:4])[CH3:3].[CH:6](=O)[C:7]1[CH:12]=[CH:11][CH:10]=[CH:9][CH:8]=1.[BH4-].[Na+].